From a dataset of Drug-target binding data from BindingDB using Ki measurements. Regression. Given a target protein amino acid sequence and a drug SMILES string, predict the binding affinity score between them. We predict pKi (pKi = -log10(Ki in M); higher means stronger inhibition). Dataset: bindingdb_ki. (1) The drug is CCCCN1CCC(COC(=O)c2c[nH]c3ccccc23)CC1. The target protein sequence is MDKLDANGSSKEGFGSVEKVVLLTFVSAVILMAVLGNLLVMVAVCRDRQLRKIKTNYFIVSLAFADLLVSVLVMPFGAIELVQDVWIYGEMFCLVRTSLDVLLTTASIFHLCCISLDRYYAICCQPLVYRNKMTPLRVAVLLAGCWAIPVLISFLPIMQGWNNIGITDLERTSKPRLGQDLHVIEKRKFHQNSNSTYCIFMVNKPYAITCSVVAFYIPFLLMVLAYWRIYVTAKEHAHQIQMLQRAGAPAEGRPPSADQHSTHRMRTETKAAKTLCVIMGCFCLCWAPFFVTNVVDPFADYSVPGQVWTAFLWLGYINSGLNPFLYAFLNKSFRRAFLIILCCDDERYRRPCVAGQTVPCSTTTVNGSTHVLRDAVECGGQWESQCHPPATSPLVAAQPSDT. The pKi is 8.6. (2) The small molecule is [NH3+][C@@H](CCS(=O)(=O)CCC(=O)NCC(=O)O)C(=O)O. The target protein (P07314) has sequence MKNRFLVLGLVAVVLVFVIIGLCIWLPTTSGKPDHVYSRAAVATDAKRCSEIGRDMLQEGGSVVDAAIASLLCMGLINAHSMGIGGGLFFTIYNSTTRKAEVINAREMAPRLANTSMFNNSKDSEEGGLSVAVPGEIRGYELAHQRHGRLPWARLFQPSIQLARHGFPVGKGLARALDKKRDIIEKTPALCEVFCRQGKVLQEGETVTMPKLADTLQILAQEGARAFYNGSLTAQIVKDIQEAGGIMTVEDLNNYRAEVIEHPMSIGLGDSTLYVPSAPLSGPVLILILNILKGYNFSPKSVATPEQKALTYHRIVEAFRFAYAKRTMLGDPKFVDVSQVIRNMSSEFYATQLRARITDETTHPTAYYEPEFYLPDDGGTAHLSVVSEDGSAVAATSTINLYFGSKVLSRVSGILFNDEMDDFSSPNFTNQFGVAPSPANFIKPGKQPLSSMCPSIIVDKDGKVRMVVGASGGTQITTSVALAIINSLWFGYDVKRAVEE.... The pKi is 2.5.